From a dataset of Full USPTO retrosynthesis dataset with 1.9M reactions from patents (1976-2016). Predict the reactants needed to synthesize the given product. Given the product [CH3:23][O:22][C:19]1[CH:20]=[CH:21][C:13]([CH:6]([C:7]2[CH:8]=[CH:9][CH:10]=[CH:11][CH:12]=2)[CH2:5][C:4]([NH:41][CH3:40])=[O:24])=[C:14]2[C:18]=1[NH:17][N:16]=[CH:15]2, predict the reactants needed to synthesize it. The reactants are: C(O[C:4](=[O:24])[CH2:5][CH:6]([C:13]1[CH:21]=[CH:20][C:19]([O:22][CH3:23])=[C:18]2[C:14]=1[CH:15]=[N:16][NH:17]2)[C:7]1[CH:12]=[CH:11][CH:10]=[CH:9][CH:8]=1)C.C(OC(=O)C=C(C1C=CC=C2C=1C(C#N)=[CH:40][NH:41]2)C1C=CC=CC=1)C.